From a dataset of Full USPTO retrosynthesis dataset with 1.9M reactions from patents (1976-2016). Predict the reactants needed to synthesize the given product. (1) Given the product [CH3:18][C:16]1[N:17]=[C:12]2[CH:11]=[CH:10][C:9]([NH:8][C:6]([C:5]3[CH:19]=[CH:20][C:2]([C:32]4[CH2:37][CH2:36][N:35]([C:38]([O:40][C:41]([CH3:44])([CH3:43])[CH3:42])=[O:39])[CH2:34][CH:33]=4)=[N:3][CH:4]=3)=[O:7])=[CH:14][N:13]2[CH:15]=1, predict the reactants needed to synthesize it. The reactants are: Cl[C:2]1[CH:20]=[CH:19][C:5]([C:6]([NH:8][C:9]2[CH:10]=[CH:11][C:12]3[N:13]([CH:15]=[C:16]([CH3:18])[N:17]=3)[CH:14]=2)=[O:7])=[CH:4][N:3]=1.C(O)C.CC1(C)C(C)(C)OB([C:32]2[CH2:37][CH2:36][N:35]([C:38]([O:40][C:41]([CH3:44])([CH3:43])[CH3:42])=[O:39])[CH2:34][CH:33]=2)O1.C([O-])([O-])=O.[K+].[K+]. (2) Given the product [CH:23]1([N:22]2[C:21]3[CH:29]=[CH:30][C:31]([C:33]([OH:35])=[O:34])=[CH:32][C:20]=3[N:19]=[C:18]2[C:13]2[CH:14]=[C:15]3[C:10](=[CH:11][CH:12]=2)[N:9]=[C:8]([C:6]2[CH:5]=[CH:4][C:3]([O:66][C:67]4[CH:72]=[CH:71][CH:70]=[CH:69][CH:68]=4)=[CH:2][CH:7]=2)[CH:17]=[CH:16]3)[CH2:24][CH2:25][CH2:26][CH2:27][CH2:28]1, predict the reactants needed to synthesize it. The reactants are: Br[C:2]1[CH:3]=[CH:4][C:5](O)=[C:6]([C:8]2[CH:17]=[CH:16][C:15]3[C:10](=[CH:11][CH:12]=[C:13]([C:18]4[N:22]([CH:23]5[CH2:28][CH2:27][CH2:26][CH2:25][CH2:24]5)[C:21]5[CH:29]=[CH:30][C:31]([C:33]([OH:35])=[O:34])=[CH:32][C:20]=5[N:19]=4)[CH:14]=3)[N:9]=2)[CH:7]=1.C(OC(C1C=CC2N(C3CCCCC3)C(C3C=CC(N)=C(C=O)C=3)=NC=2C=1)=O)C.[O:66](C1C=CC(C(=O)C)=CC=1)[C:67]1[CH:72]=[CH:71][CH:70]=[CH:69][CH:68]=1.[OH-].[K+]. (3) Given the product [Cl:1][C:2]1[CH:7]=[CH:6][C:5]2[O:8][CH:9]=[C:10]([CH2:11][CH3:12])[C:4]=2[CH:3]=1, predict the reactants needed to synthesize it. The reactants are: [Cl:1][C:2]1[CH:7]=[CH:6][C:5]([O:8][CH2:9][CH:10]=[CH:11][CH3:12])=[C:4](I)[CH:3]=1.C(=O)([O-])[O-].[Na+].[Na+].C([O-])=O.[Na+].[Cl-].C([NH3+])CCC. (4) Given the product [C:1]([C:3]1[C:8](=[O:9])[N:7]([CH2:10][C:11]2[CH:16]=[CH:15][C:14]([CH3:17])=[CH:13][C:12]=2[CH3:18])[C:6]([C:19]2[CH:20]=[CH:21][C:22]([O:25][C:26]3[CH:27]=[C:28]4[C:32](=[CH:33][CH:34]=3)[NH:31][C:30]([C:35]([OH:37])=[O:36])=[CH:29]4)=[CH:23][CH:24]=2)=[CH:5][C:4]=1[C:40]([F:41])([F:42])[F:43])#[N:2], predict the reactants needed to synthesize it. The reactants are: [C:1]([C:3]1[C:8](=[O:9])[N:7]([CH2:10][C:11]2[CH:16]=[CH:15][C:14]([CH3:17])=[CH:13][C:12]=2[CH3:18])[C:6]([C:19]2[CH:24]=[CH:23][C:22]([O:25][C:26]3[CH:27]=[C:28]4[C:32](=[CH:33][CH:34]=3)[NH:31][C:30]([C:35]([O:37]CC)=[O:36])=[CH:29]4)=[CH:21][CH:20]=2)=[CH:5][C:4]=1[C:40]([F:43])([F:42])[F:41])#[N:2].[Li+].[OH-]. (5) The reactants are: [Cl:1][C:2]1[N:7]=[N:6][C:5]([NH:8][NH2:9])=[C:4]([NH2:10])[CH:3]=1.[C:11]([O-])(=O)[CH3:12].[K+]. Given the product [Cl:1][C:2]1[CH:3]=[C:4]([NH2:10])[C:5]2[N:6]([C:11]([CH3:12])=[N:9][N:8]=2)[N:7]=1, predict the reactants needed to synthesize it. (6) Given the product [CH3:35][NH:34][C:24]1[N:23]=[C:22]([N:16]2[CH2:17][CH2:18][CH:13]([C:11]([NH:10][CH2:9][C:4]3[CH:5]=[CH:6][CH:7]=[CH:8][C:3]=3[C:2]([F:1])([F:19])[F:20])=[O:12])[CH2:14][CH2:15]2)[CH:27]=[C:26]([C:28]2[CH:29]=[CH:30][CH:31]=[CH:32][CH:33]=2)[N:25]=1, predict the reactants needed to synthesize it. The reactants are: [F:1][C:2]([F:20])([F:19])[C:3]1[CH:8]=[CH:7][CH:6]=[CH:5][C:4]=1[CH2:9][NH:10][C:11]([CH:13]1[CH2:18][CH2:17][NH:16][CH2:15][CH2:14]1)=[O:12].Cl[C:22]1[CH:27]=[C:26]([C:28]2[CH:33]=[CH:32][CH:31]=[CH:30][CH:29]=2)[N:25]=[C:24]([NH:34][CH3:35])[N:23]=1.[OH-].[Na+]. (7) Given the product [CH3:1][CH:2]([C:3](=[O:12])[CH2:4][CH2:5][C:6]1[CH:7]=[CH:8][CH:9]=[CH:10][CH:11]=1)[C:13](=[O:22])[CH2:14][CH2:15][C:16]1[CH:21]=[CH:20][CH:19]=[CH:18][CH:17]=1, predict the reactants needed to synthesize it. The reactants are: [CH3:1][CH:2]([C:13](=[O:22])[CH:14]=[CH:15][C:16]1[CH:21]=[CH:20][CH:19]=[CH:18][CH:17]=1)[C:3](=[O:12])[CH:4]=[CH:5][C:6]1[CH:11]=[CH:10][CH:9]=[CH:8][CH:7]=1. (8) Given the product [Cl:8][C:9]1[C:10]([F:46])=[C:11]([NH:15][C:16]2[C:25]3[C:20](=[CH:21][C:22]([O:44][CH3:45])=[C:23]([CH2:26][N:27]([CH3:43])[C:28]4([C:39]([NH:41][CH3:42])=[O:40])[CH2:31][NH:30][CH2:29]4)[CH:24]=3)[N:19]=[CH:18][N:17]=2)[CH:12]=[CH:13][CH:14]=1, predict the reactants needed to synthesize it. The reactants are: Cl.O1CCOCC1.[Cl:8][C:9]1[C:10]([F:46])=[C:11]([NH:15][C:16]2[C:25]3[C:20](=[CH:21][C:22]([O:44][CH3:45])=[C:23]([CH2:26][N:27]([CH3:43])[C:28]4([C:39]([NH:41][CH3:42])=[O:40])[CH2:31][N:30](C(OC(C)(C)C)=O)[CH2:29]4)[CH:24]=3)[N:19]=[CH:18][N:17]=2)[CH:12]=[CH:13][CH:14]=1.